From a dataset of Reaction yield outcomes from USPTO patents with 853,638 reactions. Predict the reaction yield, written as a fraction of the theoretical maximum amount of product (1.0 means a 100% yield; for example, 0.34 means a 34% yield). (1) The reactants are [Cl:1][C:2]1[CH:3]=[C:4]([C:8]2[N:9]=[C:10]([NH:20][C:21]3[CH:26]=[CH:25][C:24]([CH2:27][C:28]#[N:29])=[CH:23][CH:22]=3)[C:11]3[S:17](=[O:19])(=[O:18])[CH2:16][CH2:15][CH2:14][C:12]=3[N:13]=2)[CH:5]=[CH:6][CH:7]=1.[N:30]([Si](C)(C)C)=[N+:31]=[N-:32].O.[F-].C([N+](CCCC)(CCCC)CCCC)CCC. No catalyst specified. The product is [Cl:1][C:2]1[CH:3]=[C:4]([C:8]2[N:9]=[C:10]([NH:20][C:21]3[CH:26]=[CH:25][C:24]([CH2:27][C:28]4[N:30]=[N:31][NH:32][N:29]=4)=[CH:23][CH:22]=3)[C:11]3[S:17](=[O:19])(=[O:18])[CH2:16][CH2:15][CH2:14][C:12]=3[N:13]=2)[CH:5]=[CH:6][CH:7]=1. The yield is 0.700. (2) The reactants are [O:1]=[C:2]1[N:7]([CH2:8][C:9]([OH:11])=O)[N:6]=[N:5][C:4]2[CH:12]=[CH:13][CH:14]=[CH:15][C:3]1=2.C(Cl)(=O)C(Cl)=O.[Cl:22][C:23]1[CH:28]=[CH:27][C:26]([CH2:29][CH2:30][NH2:31])=[CH:25][CH:24]=1.C(N(CC)CC)C. The catalyst is C(Cl)Cl.CN(C=O)C. The product is [Cl:22][C:23]1[CH:28]=[CH:27][C:26]([CH2:29][CH2:30][NH:31][C:9](=[O:11])[CH2:8][N:7]2[C:2](=[O:1])[C:3]3[CH:15]=[CH:14][CH:13]=[CH:12][C:4]=3[N:5]=[N:6]2)=[CH:25][CH:24]=1. The yield is 0.130. (3) The reactants are [CH:1]([N:4]1[CH2:10][CH2:9][CH2:8][NH:7][CH2:6][CH2:5]1)([CH3:3])[CH3:2].Cl[C:12]1[N:13]=[CH:14][C:15]([C:18]([NH:20][C:21]2[NH:22][N:23]=[C:24]([CH2:26][CH2:27][C:28]3[CH:33]=[C:32]([O:34][CH3:35])[CH:31]=[C:30]([O:36][CH3:37])[CH:29]=3)[CH:25]=2)=[O:19])=[N:16][CH:17]=1. The catalyst is CS(C)=O.CO. The product is [CH3:35][O:34][C:32]1[CH:33]=[C:28]([CH2:27][CH2:26][C:24]2[CH:25]=[C:21]([NH:20][C:18]([C:15]3[CH:14]=[N:13][C:12]([N:7]4[CH2:8][CH2:9][CH2:10][N:4]([CH:1]([CH3:3])[CH3:2])[CH2:5][CH2:6]4)=[CH:17][N:16]=3)=[O:19])[NH:22][N:23]=2)[CH:29]=[C:30]([O:36][CH3:37])[CH:31]=1. The yield is 0.420. (4) The reactants are [Cl:1][C:2]1[CH:3]=[C:4]([C:9]2[CH:13]=[CH:12][N:11]([CH2:14][CH:15]3[CH2:17][O:16]3)[N:10]=2)[CH:5]=[CH:6][C:7]=1[Cl:8].[CH3:18][C:19]1[CH:24]=[CH:23][CH:22]=[CH:21][C:20]=1[N:25]1[CH2:30][CH2:29][NH:28][CH2:27][CH2:26]1. The catalyst is CCO. The product is [Cl:1][C:2]1[CH:3]=[C:4]([C:9]2[CH:13]=[CH:12][N:11]([CH2:14][CH:15]([OH:16])[CH2:17][N:28]3[CH2:29][CH2:30][N:25]([C:20]4[CH:21]=[CH:22][CH:23]=[CH:24][C:19]=4[CH3:18])[CH2:26][CH2:27]3)[N:10]=2)[CH:5]=[CH:6][C:7]=1[Cl:8]. The yield is 0.700.